Dataset: NCI-60 drug combinations with 297,098 pairs across 59 cell lines. Task: Regression. Given two drug SMILES strings and cell line genomic features, predict the synergy score measuring deviation from expected non-interaction effect. Drug 1: COC1=CC(=CC(=C1O)OC)C2C3C(COC3=O)C(C4=CC5=C(C=C24)OCO5)OC6C(C(C7C(O6)COC(O7)C8=CC=CS8)O)O. Drug 2: CCC1(C2=C(COC1=O)C(=O)N3CC4=CC5=C(C=CC(=C5CN(C)C)O)N=C4C3=C2)O.Cl. Cell line: HOP-92. Synergy scores: CSS=42.7, Synergy_ZIP=-6.94, Synergy_Bliss=-6.60, Synergy_Loewe=-3.80, Synergy_HSA=-2.20.